From a dataset of Full USPTO retrosynthesis dataset with 1.9M reactions from patents (1976-2016). Predict the reactants needed to synthesize the given product. (1) Given the product [CH:1]1([C:6]2[O:28][C:9]3[N:10]=[CH:11][N:12]=[C:13]([O:14][C@H:15]([CH3:27])[CH2:16][CH2:17][CH2:18][CH2:19][C:20]([OH:22])=[O:21])[C:8]=3[C:7]=2[C:29]2[CH:34]=[CH:33][C:32]([O:35][CH3:36])=[CH:31][CH:30]=2)[CH2:5][CH2:4][CH2:3][CH2:2]1, predict the reactants needed to synthesize it. The reactants are: [CH:1]1([C:6]2[O:28][C:9]3[N:10]=[CH:11][N:12]=[C:13]([O:14][C@H:15]([CH3:27])[CH2:16][CH2:17][CH2:18][CH2:19][C:20]([O:22]C(C)(C)C)=[O:21])[C:8]=3[C:7]=2[C:29]2[CH:34]=[CH:33][C:32]([O:35][CH3:36])=[CH:31][CH:30]=2)[CH2:5][CH2:4][CH2:3][CH2:2]1.FC(F)(F)C(O)=O. (2) Given the product [Cl:28][C:7]1[CH:6]=[CH:5][C:4]([CH2:3][NH:2][C:41]([CH:38]2[CH2:40][CH2:39]2)=[O:42])=[CH:9][C:8]=1[C:10]1[NH:14][C:13](=[O:15])[N:12]([C:16]2[CH:25]=[CH:24][C:19]([C:20]([O:22][CH3:23])=[O:21])=[C:18]([O:26][CH3:27])[CH:17]=2)[N:11]=1, predict the reactants needed to synthesize it. The reactants are: Cl.[NH2:2][CH2:3][C:4]1[CH:5]=[CH:6][C:7]([Cl:28])=[C:8]([C:10]2[NH:14][C:13](=[O:15])[N:12]([C:16]3[CH:25]=[CH:24][C:19]([C:20]([O:22][CH3:23])=[O:21])=[C:18]([O:26][CH3:27])[CH:17]=3)[N:11]=2)[CH:9]=1.CCN(C(C)C)C(C)C.[CH:38]1([C:41](Cl)=[O:42])[CH2:40][CH2:39]1.